From a dataset of Forward reaction prediction with 1.9M reactions from USPTO patents (1976-2016). Predict the product of the given reaction. (1) Given the reactants [O:1]=[C:2]1[CH:7]=[CH:6][C:5]([C:8]2[S:9][CH:10]=[CH:11][CH:12]=2)=[CH:4][N:3]1[CH2:13][CH2:14][NH:15]C(=O)OC(C)(C)C.C(O)(C(F)(F)F)=O, predict the reaction product. The product is: [NH2:15][CH2:14][CH2:13][N:3]1[CH:4]=[C:5]([C:8]2[S:9][CH:10]=[CH:11][CH:12]=2)[CH:6]=[CH:7][C:2]1=[O:1]. (2) Given the reactants [C:1]([O:5][C:6]([NH:8][C@@H:9]([CH2:20][C:21]([O:23][C:24]([CH3:27])([CH3:26])[CH3:25])=[O:22])[C:10]([O:12]N1C(=O)CCC1=O)=O)=[O:7])([CH3:4])([CH3:3])[CH3:2].[Cl:28][CH2:29][CH2:30][N:31]([CH2:40][CH2:41][Cl:42])[C:32]1[CH:37]=[CH:36][C:35]([CH3:38])=[C:34]([NH2:39])[CH:33]=1.C(N(CC)CC)C, predict the reaction product. The product is: [Cl:28][CH2:29][CH2:30][N:31]([CH2:40][CH2:41][Cl:42])[C:32]1[CH:37]=[CH:36][C:35]([CH3:38])=[C:34]([NH:39][C:10](=[O:12])[C@@H:9]([NH:8][C:6]([O:5][C:1]([CH3:2])([CH3:3])[CH3:4])=[O:7])[CH2:20][C:21]([O:23][C:24]([CH3:25])([CH3:26])[CH3:27])=[O:22])[CH:33]=1. (3) Given the reactants [O:1]=[C:2]1[CH:7]=[CH:6][O:5][CH:4]([CH2:8][N:9]2[C:17](=[O:18])[C:16]3[C:11](=[CH:12][CH:13]=[CH:14][CH:15]=3)[C:10]2=[O:19])[CH2:3]1.[H][H], predict the reaction product. The product is: [O:1]=[C:2]1[CH2:7][CH2:6][O:5][CH:4]([CH2:8][N:9]2[C:10](=[O:19])[C:11]3[C:16](=[CH:15][CH:14]=[CH:13][CH:12]=3)[C:17]2=[O:18])[CH2:3]1. (4) Given the reactants [C:1]([OH:15])(=[O:14])[CH2:2][CH2:3][NH:4][C:5](=[O:13])[C@@H:6]([C:8]([CH2:11][OH:12])([CH3:10])[CH3:9])[OH:7].C12(CS(O)(=O)=O)C(C)(C)C(CC1)CC2=O.COO[CH:34](OOC)[C:35]1[CH:40]=[CH:39][C:38]([O:41][CH3:42])=[CH:37][CH:36]=1.[Na+].[Cl-], predict the reaction product. The product is: [CH3:42][O:41][C:38]1[CH:39]=[CH:40][C:35]([CH:34]2[O:7][CH:6]([C:5]([NH:4][CH2:3][CH2:2][C:1]([OH:15])=[O:14])=[O:13])[C:8]([CH3:10])([CH3:9])[CH2:11][O:12]2)=[CH:36][CH:37]=1. (5) Given the reactants [NH2:1][C:2]1[C:10]([CH3:11])=[CH:9][C:8]([CH:12]=O)=[CH:7][C:3]=1[C:4]([OH:6])=[O:5].Cl.[NH2:15][NH:16][C:17]([NH2:19])=[O:18].C(O)(=O)C, predict the reaction product. The product is: [NH2:1][C:2]1[C:10]([CH3:11])=[CH:9][C:8](/[CH:12]=[N:15]/[NH:16][C:17](=[O:18])[NH2:19])=[CH:7][C:3]=1[C:4]([OH:6])=[O:5]. (6) Given the reactants [CH:1]([OH:3])=[O:2].C(C1C=CC=CC=1[N:13]1[CH2:18][CH2:17][N:16]([CH2:19][CH2:20][CH:21]2[C:25]3([CH2:30]CCC[CH2:26]3)[CH2:24][C:23](=[O:31])[O:22]2)[CH2:15][CH2:14]1)(C)C.[CH3:32][C:33]1[CH:38]=[CH:37][C:36](S(OCCC2C(C)(C)CC(=O)O2)(=O)=O)=[CH:35][CH:34]=1.CC1C=CC(S(OCCCC2CC3(CCCCC3)C(=O)O2)(=O)=O)=CC=1.C1(C)C=CC(N2CCNCC2)=CC=1.C(C1C=CC=CC=1N1CCNCC1)(C)C, predict the reaction product. The product is: [CH:1]([OH:3])=[O:2].[CH3:30][C:25]1([CH3:26])[CH:21]([CH2:20][CH2:19][N:16]2[CH2:17][CH2:18][N:13]([C:36]3[CH:37]=[CH:38][C:33]([CH3:32])=[CH:34][CH:35]=3)[CH2:14][CH2:15]2)[O:22][C:23](=[O:31])[CH2:24]1.